Predict the reaction yield, written as a fraction of the theoretical maximum amount of product (1.0 means a 100% yield; for example, 0.34 means a 34% yield). From a dataset of Reaction yield outcomes from USPTO patents with 853,638 reactions. (1) The reactants are N1C=CC=C1.[CH2:6]([O:8][CH2:9][CH2:10][CH2:11][NH2:12])[CH3:7].[OH:13][C:14]1[CH:19]=[CH:18][C:17]([C:20](=O)[CH2:21][CH2:22][C:23]([C:25]2[CH:33]=[CH:32][C:28]([C:29]([OH:31])=[O:30])=[CH:27][CH:26]=2)=O)=[CH:16][CH:15]=1. No catalyst specified. The product is [CH2:6]([O:8][CH2:9][CH2:10][CH2:11][N:12]1[C:20]([C:17]2[CH:18]=[CH:19][C:14]([OH:13])=[CH:15][CH:16]=2)=[CH:21][CH:22]=[C:23]1[C:25]1[CH:33]=[CH:32][C:28]([C:29]([OH:31])=[O:30])=[CH:27][CH:26]=1)[CH3:7]. The yield is 0.290. (2) The catalyst is O. The product is [CH3:1][C:2]1[C:3]([NH:8][C:9]2[C:18]3[C:13](=[CH:14][CH:15]=[C:16]([S:27]([CH:32]4[CH2:31][CH2:35][O:34][CH2:33]4)(=[O:29])=[O:26])[CH:17]=3)[N:12]=[CH:11][CH:10]=2)=[N:4][NH:5][C:6]=1[CH3:7]. The reactants are [CH3:1][C:2]1[C:3]([NH:8][C:9]2[C:18]3[C:13](=[CH:14][CH:15]=[C:16](SC4CCOC4)[CH:17]=3)[N:12]=[CH:11][CH:10]=2)=[N:4][NH:5][C:6]=1[CH3:7].O[O:26][S:27]([O-:29])=O.[K+].[CH2:31]1[CH2:35][O:34][CH2:33][CH2:32]1. The yield is 0.770. (3) The reactants are [CH3:1][O:2][N:3]1[CH2:8][CH2:7][CH2:6][CH2:5][C:4]1=O.[Li+].CC([N-]C(C)C)C.C1C=CC(N([S:32]([C:35]([F:38])([F:37])[F:36])(=[O:34])=[O:33])[S:32]([C:35]([F:38])([F:37])[F:36])(=[O:34])=[O:33])=CC=1.C1C[O:42]CC1. The catalyst is CCOC(C)=O. The product is [CH3:1][O:2][N:3]1[CH2:8][CH:7]=[C:6]([O:33][S:32]([C:35]([F:38])([F:37])[F:36])(=[O:42])=[O:34])[CH2:5][CH2:4]1. The yield is 0.710. (4) The reactants are [S:1]([N:11]1[C:15]2[N:16]=[CH:17][C:18]3[N:19]([C:20]([C@@H:23]4[CH2:27][CH2:26][C@H:25]([N:28]5[CH:32]=[CH:31][C:30]([CH:33]=O)=[CH:29]5)[CH2:24]4)=[N:21][N:22]=3)[C:14]=2[CH:13]=[CH:12]1)([C:4]1[CH:10]=[CH:9][C:7]([CH3:8])=[CH:6][CH:5]=1)(=[O:3])=[O:2].II.[NH4+:37].[OH-]. The catalyst is C1COCC1.[O-]S([O-])=O.[Na+].[Na+].CCOC(C)=O. The product is [S:1]([N:11]1[C:15]2[N:16]=[CH:17][C:18]3[N:19]([C:20]([C@@H:23]4[CH2:27][CH2:26][C@H:25]([N:28]5[CH:32]=[CH:31][C:30]([C:33]#[N:37])=[CH:29]5)[CH2:24]4)=[N:21][N:22]=3)[C:14]=2[CH:13]=[CH:12]1)([C:4]1[CH:10]=[CH:9][C:7]([CH3:8])=[CH:6][CH:5]=1)(=[O:3])=[O:2]. The yield is 1.00. (5) The reactants are CC([Si](C)(C)[O:6][CH:7]1[CH2:31][CH2:30][C:10]2([CH2:14][N:13]([C:15]([O:17][CH2:18][C:19]3[CH:24]=[CH:23][CH:22]=[CH:21][CH:20]=3)=[O:16])[CH:12]([C:25]([O:27][CH2:28][CH3:29])=[O:26])[CH2:11]2)[CH2:9][CH2:8]1)(C)C.C(O)(=O)C.CCCC[N+](CCCC)(CCCC)CCCC.[F-].C1C=CN=CC=1.F.C([O-])(O)=O.[Na+].C(=O)([O-])[O-].[K+].[K+]. The catalyst is C1COCC1. The product is [OH:6][CH:7]1[CH2:8][CH2:9][C:10]2([CH2:14][N:13]([C:15]([O:17][CH2:18][C:19]3[CH:24]=[CH:23][CH:22]=[CH:21][CH:20]=3)=[O:16])[CH:12]([C:25]([O:27][CH2:28][CH3:29])=[O:26])[CH2:11]2)[CH2:30][CH2:31]1. The yield is 1.00. (6) The reactants are [Cl:1][C:2]1[CH:12]=[C:11]([Cl:13])[CH:10]=[CH:9][C:3]=1[O:4][CH2:5][C:6]([OH:8])=O.[CH3:14][O:15][C:16](=[O:24])[C:17]1[CH:22]=[CH:21][CH:20]=[CH:19][C:18]=1[NH2:23].F[P-](F)(F)(F)(F)F.N1(O[P+](N2CCCC2)(N2CCCC2)N2CCCC2)C2C=CC=CC=2N=N1.C(N(CC)C(C)C)(C)C. The catalyst is CN(C=O)C. The product is [CH3:14][O:15][C:16](=[O:24])[C:17]1[CH:22]=[CH:21][CH:20]=[CH:19][C:18]=1[NH:23][C:6](=[O:8])[CH2:5][O:4][C:3]1[CH:9]=[CH:10][C:11]([Cl:13])=[CH:12][C:2]=1[Cl:1]. The yield is 0.666. (7) The product is [CH3:1][O:2][C:3]1[CH:4]=[C:5]2[C:10](=[CH:11][C:12]=1[O:13][CH3:14])[N:9]=[C:8]([S:15][CH3:16])[CH:7]=[C:6]2[O:17][C:18]1[CH:23]=[CH:22][C:21]([NH:24][C:39]([C:36]2([C:34]([NH:33][C:30]3[CH:31]=[CH:32][C:27]([F:26])=[CH:28][CH:29]=3)=[O:35])[CH2:38][CH2:37]2)=[O:40])=[CH:20][C:19]=1[F:25]. The reactants are [CH3:1][O:2][C:3]1[CH:4]=[C:5]2[C:10](=[CH:11][C:12]=1[O:13][CH3:14])[N:9]=[C:8]([S:15][CH3:16])[CH:7]=[C:6]2[O:17][C:18]1[CH:23]=[CH:22][C:21]([NH2:24])=[CH:20][C:19]=1[F:25].[F:26][C:27]1[CH:32]=[CH:31][C:30]([NH:33][C:34]([C:36]2([C:39](O)=[O:40])[CH2:38][CH2:37]2)=[O:35])=[CH:29][CH:28]=1.CN(C(ON1N=NC2C=CC=NC1=2)=[N+](C)C)C.F[P-](F)(F)(F)(F)F.O. The yield is 0.110. The catalyst is CN(C=O)C. (8) The reactants are P(Cl)(Cl)(Cl)=O.[F:6][C:7]1[C:13]([F:14])=[CH:12][CH:11]=[CH:10][C:8]=1[NH2:9].[CH2:15]([O:22][C:23]1[CH:32]=[C:31]2[C:26]([C:27]([NH:33][C:34]3[CH:38]=[C:37]([CH2:39][C:40](O)=[O:41])[NH:36][N:35]=3)=[N:28][CH:29]=[N:30]2)=[CH:25][CH:24]=1)[C:16]1[CH:21]=[CH:20][CH:19]=[CH:18][CH:17]=1. The catalyst is N1C=CC=CC=1. The product is [CH2:15]([O:22][C:23]1[CH:32]=[C:31]2[C:26]([C:27]([NH:33][C:34]3[CH:38]=[C:37]([CH2:39][C:40]([NH:9][C:8]4[CH:10]=[CH:11][CH:12]=[C:13]([F:14])[C:7]=4[F:6])=[O:41])[NH:36][N:35]=3)=[N:28][CH:29]=[N:30]2)=[CH:25][CH:24]=1)[C:16]1[CH:21]=[CH:20][CH:19]=[CH:18][CH:17]=1. The yield is 1.00. (9) The reactants are BrC1C=C[C:5](NCC(OC)=O)=[N:6]C=1.[F:14][C:15]1[CH:16]=[C:17]2[C:21](=[CH:22][CH:23]=1)[N:20]([CH3:24])[CH:19]=[C:18]2[CH:25]=O. No catalyst specified. The product is [F:14][C:15]1[CH:16]=[C:17]2[C:21](=[CH:22][CH:23]=1)[N:20]([CH3:24])[CH:19]=[C:18]2[CH2:25][NH:6][CH3:5]. The yield is 0.350. (10) The reactants are Cl[C:2]1[C:3]([C:11]2[CH:16]=[CH:15][CH:14]=[CH:13][CH:12]=2)=[CH:4][C:5]2[N:6]([CH:8]=[CH:9][N:10]=2)[N:7]=1.[C:17]([O:21][C:22](=[O:43])[NH:23][C:24]1([C:28]2[CH:33]=[CH:32][C:31](B3OC(C)(C)C(C)(C)O3)=[CH:30][CH:29]=2)[CH2:27][CH2:26][CH2:25]1)([CH3:20])([CH3:19])[CH3:18].C(=O)([O-])[O-].[Na+].[Na+]. The catalyst is COCCOC.C1C=CC(P([C]2[CH][CH][CH][CH]2)C2C=CC=CC=2)=CC=1.C1C=CC(P([C]2[CH][CH][CH][CH]2)C2C=CC=CC=2)=CC=1.Cl[Pd]Cl.[Fe]. The product is [C:17]([O:21][C:22](=[O:43])[NH:23][C:24]1([C:28]2[CH:29]=[CH:30][C:31]([C:2]3[C:3]([C:11]4[CH:16]=[CH:15][CH:14]=[CH:13][CH:12]=4)=[CH:4][C:5]4[N:6]([CH:8]=[CH:9][N:10]=4)[N:7]=3)=[CH:32][CH:33]=2)[CH2:25][CH2:26][CH2:27]1)([CH3:20])([CH3:18])[CH3:19]. The yield is 0.568.